This data is from HIV replication inhibition screening data with 41,000+ compounds from the AIDS Antiviral Screen. The task is: Binary Classification. Given a drug SMILES string, predict its activity (active/inactive) in a high-throughput screening assay against a specified biological target. The molecule is Cc1cc(NC(=O)C(=O)Cc2nc3ccccc3s2)ccc1Cl. The result is 0 (inactive).